Dataset: Full USPTO retrosynthesis dataset with 1.9M reactions from patents (1976-2016). Task: Predict the reactants needed to synthesize the given product. (1) Given the product [C:5]1([NH:11][C:15]([C:17]2[N:21]3[N:22]=[C:23]([Cl:26])[CH:24]=[CH:25][C:20]3=[N:19][C:18]=2[CH3:27])=[O:14])[CH:10]=[CH:9][CH:8]=[CH:7][CH:6]=1, predict the reactants needed to synthesize it. The reactants are: C[Al](C)C.[C:5]1([NH2:11])[CH:10]=[CH:9][CH:8]=[CH:7][CH:6]=1.C([O:14][C:15]([C:17]1[N:21]2[N:22]=[C:23]([Cl:26])[CH:24]=[CH:25][C:20]2=[N:19][C:18]=1[CH3:27])=O)C.Cl. (2) Given the product [CH3:9][O:10][C:11](=[O:28])[C:12]1[CH:17]=[C:16]([C:2]2[CH:7]=[CH:6][C:5]([CH3:8])=[CH:4][N:3]=2)[CH:15]=[C:14]([Br:27])[CH:13]=1, predict the reactants needed to synthesize it. The reactants are: Br[C:2]1[CH:7]=[CH:6][C:5]([CH3:8])=[CH:4][N:3]=1.[CH3:9][O:10][C:11](=[O:28])[C:12]1[CH:17]=[C:16](B2OC(C)(C)C(C)(C)O2)[CH:15]=[C:14]([Br:27])[CH:13]=1.[O-]P([O-])([O-])=O.[K+].[K+].[K+]. (3) Given the product [CH3:18][NH:19][C:8]([C:7]1[C:2](=[O:1])[NH:3][C:4]([C:12]([F:17])([F:16])[CH:13]([F:15])[F:14])=[CH:5][CH:6]=1)=[O:9], predict the reactants needed to synthesize it. The reactants are: [O:1]=[C:2]1[C:7]([C:8](OC)=[O:9])=[CH:6][CH:5]=[C:4]([C:12]([F:17])([F:16])[CH:13]([F:15])[F:14])[NH:3]1.[CH3:18][NH2:19].Cl. (4) Given the product [C:1]([O:5][C:6]([N:8]1[C@@H:12]([CH2:13][F:14])[C@@H:11]([C:15]2[CH:20]=[CH:19][C:18]([S:21][CH2:23][F:32])=[CH:17][CH:16]=2)[O:10][C:9]1([CH3:25])[CH3:24])=[O:7])([CH3:4])([CH3:3])[CH3:2], predict the reactants needed to synthesize it. The reactants are: [C:1]([O:5][C:6]([N:8]1[C@@H:12]([CH2:13][F:14])[C@@H:11]([C:15]2[CH:20]=[CH:19][C:18]([S:21]([CH3:23])=O)=[CH:17][CH:16]=2)[O:10][C:9]1([CH3:25])[CH3:24])=[O:7])([CH3:4])([CH3:3])[CH3:2].CCN(S(F)(F)[F:32])CC.